The task is: Predict the reactants needed to synthesize the given product.. This data is from Full USPTO retrosynthesis dataset with 1.9M reactions from patents (1976-2016). (1) Given the product [CH3:1][O:2][C:3](=[O:41])[C:4]1[CH:9]=[CH:8][C:7]([NH:10][C:11]([C@H:13]2[C@H:17]([C:18]3[CH:23]=[CH:22][CH:21]=[C:20]([Cl:24])[C:19]=3[F:25])[C@:16]([C:28]3[CH:33]=[CH:32][C:31]([Cl:34])=[CH:30][C:29]=3[F:35])([C:26]#[N:27])[C@H:15]([CH2:36][C:37]([CH3:38])([CH3:40])[CH3:39])[N:14]2[CH2:50][CH2:49][C:44]2[CH:45]=[CH:46][CH:47]=[CH:48][C:43]=2[F:42])=[O:12])=[CH:6][CH:5]=1, predict the reactants needed to synthesize it. The reactants are: [CH3:1][O:2][C:3](=[O:41])[C:4]1[CH:9]=[CH:8][C:7]([NH:10][C:11]([C@H:13]2[C@H:17]([C:18]3[CH:23]=[CH:22][CH:21]=[C:20]([Cl:24])[C:19]=3[F:25])[C@:16]([C:28]3[CH:33]=[CH:32][C:31]([Cl:34])=[CH:30][C:29]=3[F:35])([C:26]#[N:27])[C@H:15]([CH2:36][C:37]([CH3:40])([CH3:39])[CH3:38])[NH:14]2)=[O:12])=[CH:6][CH:5]=1.[F:42][C:43]1[CH:48]=[CH:47][CH:46]=[CH:45][C:44]=1[CH2:49][CH:50]=O.C(O[BH-](OC(=O)C)OC(=O)C)(=O)C.[Na+]. (2) Given the product [F:30][C:24]1[CH:25]=[CH:26][CH:27]=[C:28]([F:29])[C:23]=1[C:22]([NH:21][C:17]1[CH:18]=[CH:19][CH:20]=[C:15]([C:9]2[N:10]=[C:11]([CH2:13][F:14])[S:12][C:8]=2[C:6]2[CH:5]=[CH:4][N:3]=[C:2]([NH:48][C:36]3[CH:37]=[CH:38][C:39]([O:40][CH2:41][CH2:42][N:43]4[CH2:44][CH2:45][CH2:46][CH2:47]4)=[C:34]([F:33])[CH:35]=3)[N:7]=2)[CH:16]=1)=[O:31], predict the reactants needed to synthesize it. The reactants are: Cl[C:2]1[N:7]=[C:6]([C:8]2[S:12][C:11]([CH2:13][F:14])=[N:10][C:9]=2[C:15]2[CH:16]=[C:17]([NH:21][C:22](=[O:31])[C:23]3[C:28]([F:29])=[CH:27][CH:26]=[CH:25][C:24]=3[F:30])[CH:18]=[CH:19][CH:20]=2)[CH:5]=[CH:4][N:3]=1.Cl.[F:33][C:34]1[CH:35]=[C:36]([NH2:48])[CH:37]=[CH:38][C:39]=1[O:40][CH2:41][CH2:42][N:43]1[CH2:47][CH2:46][CH2:45][CH2:44]1.